From a dataset of Catalyst prediction with 721,799 reactions and 888 catalyst types from USPTO. Predict which catalyst facilitates the given reaction. (1) Reactant: [OH:1][C:2]1[CH:7]=[CH:6][C:5]([C:8]([C:11]2[CH:16]=[CH:15][C:14]([OH:17])=[CH:13][CH:12]=2)([CH3:10])[CH3:9])=[CH:4][CH:3]=1.C([O-])([O-])=O.[K+].[K+].[CH2:24]1[O:26][C@@H:25]1[CH2:27][OH:28].[Cl-].[NH4+]. Product: [OH:1][C:2]1[CH:3]=[CH:4][C:5]([C:8]([C:11]2[CH:12]=[CH:13][C:14]([O:17][CH2:24][C@H:25]([OH:26])[CH2:27][OH:28])=[CH:15][CH:16]=2)([CH3:10])[CH3:9])=[CH:6][CH:7]=1. The catalyst class is: 9. (2) Reactant: Cl[C:2](=[N:9][N:10]=[C:11](Cl)[C:12]1[CH:17]=[CH:16][CH:15]=[CH:14][C:13]=1[CH3:18])[C:3]1[CH:8]=[CH:7][CH:6]=[CH:5][CH:4]=1.[CH3:20][C:21]1[CH:27]=[CH:26][CH:25]=[C:24]([CH3:28])[C:22]=1[NH2:23].CN(C)C1C=CC=CC=1.Cl. Product: [CH3:18][C:13]1[CH:14]=[CH:15][CH:16]=[CH:17][C:12]=1[C:11]1[N:23]([C:22]2[C:24]([CH3:28])=[CH:25][CH:26]=[CH:27][C:21]=2[CH3:20])[C:2]([C:3]2[CH:8]=[CH:7][CH:6]=[CH:5][CH:4]=2)=[N:9][N:10]=1. The catalyst class is: 4. (3) Reactant: [C:1]([O:5][C:6](=[O:29])[CH2:7][O:8][C:9]1[CH:14]=[CH:13][CH:12]=[C:11]([CH2:15][NH:16][CH2:17][C:18]2[CH:23]=[CH:22][C:21]([C:24]3[S:25][CH:26]=[CH:27][N:28]=3)=[CH:20][CH:19]=2)[CH:10]=1)([CH3:4])([CH3:3])[CH3:2].C(N(CC)CC)C.[CH3:37][S:38](Cl)(=[O:40])=[O:39]. Product: [C:1]([O:5][C:6](=[O:29])[CH2:7][O:8][C:9]1[CH:14]=[CH:13][CH:12]=[C:11]([CH2:15][N:16]([S:38]([CH3:37])(=[O:40])=[O:39])[CH2:17][C:18]2[CH:19]=[CH:20][C:21]([C:24]3[S:25][CH:26]=[CH:27][N:28]=3)=[CH:22][CH:23]=2)[CH:10]=1)([CH3:4])([CH3:2])[CH3:3]. The catalyst class is: 2. (4) Reactant: Cl[C:2]1[N:7]=[C:6](Cl)[C:5]([N+:9]([O-:11])=[O:10])=[C:4]([CH3:12])[N:3]=1.[CH3:13][C:14]1[N:15]=[CH:16][NH:17][CH:18]=1.[CH3:19][NH:20][C:21]1[CH:26]=[CH:25][CH:24]=[CH:23][CH:22]=1. Product: [CH3:19][N:20]([C:2]1[N:7]=[C:6]([N:17]2[CH:18]=[C:14]([CH3:13])[N:15]=[CH:16]2)[C:5]([N+:9]([O-:11])=[O:10])=[C:4]([CH3:12])[N:3]=1)[C:21]1[CH:26]=[CH:25][CH:24]=[CH:23][CH:22]=1. The catalyst class is: 12. (5) Reactant: CS(O[CH:6]([C:25]1[CH:30]=[CH:29][N:28]=[CH:27][CH:26]=1)[CH2:7][N:8]1[C:16]2[CH:15]=[CH:14][C:13]([CH3:17])=[CH:12][C:11]=2[C:10]2[CH:18]3[N:22]([CH2:23][CH2:24][C:9]1=2)[CH2:21][CH2:20][CH2:19]3)(=O)=O.[OH-].[K+]. Product: [CH3:17][C:13]1[CH:14]=[CH:15][C:16]2[N:8](/[CH:7]=[CH:6]/[C:25]3[CH:30]=[CH:29][N:28]=[CH:27][CH:26]=3)[C:9]3[CH2:24][CH2:23][N:22]4[CH:18]([C:10]=3[C:11]=2[CH:12]=1)[CH2:19][CH2:20][CH2:21]4. The catalyst class is: 37. (6) Reactant: [OH:1][C@H:2]1[CH2:11][CH2:10][CH2:9][C@@H:8]2[C@:3]1([C:14]1[CH:19]=[CH:18][CH:17]=[CH:16][CH:15]=1)[CH2:4][CH2:5][C:6](=[O:13])[C@H:7]2[CH3:12].[CH2:20](O)[CH2:21][OH:22].C1(C)C=CC(S(O)(=O)=O)=CC=1. Product: [CH3:12][C@H:7]1[C@H:8]2[C@@:3]([C:14]3[CH:15]=[CH:16][CH:17]=[CH:18][CH:19]=3)([C@@H:2]([OH:1])[CH2:11][CH2:10][CH2:9]2)[CH2:4][CH2:5][C:6]21[O:22][CH2:21][CH2:20][O:13]2. The catalyst class is: 6. (7) Reactant: Cl.[OH:2][C@H:3]1[CH2:7][CH2:6][NH:5][CH2:4]1.[I-].[Na+].C(=O)([O-])[O-].[K+].[K+].[C:16]([O:19][CH2:20][CH3:21])(=O)[CH3:17].O. Product: [OH:2][C@H:3]1[CH2:7][CH2:6][N:5]([CH2:21][CH2:20][O:19][C:16]2[CH:17]=[CH:6][CH:7]=[CH:3][CH:4]=2)[CH2:4]1. The catalyst class is: 3. (8) Reactant: Cl[C:2]1[CH:7]=[CH:6][C:5]([N+:8]([O-:10])=[O:9])=[CH:4][N:3]=1.[CH3:11][O:12][CH2:13][CH2:14][NH:15][CH3:16]. Product: [CH3:11][O:12][CH2:13][CH2:14][N:15]([CH3:16])[C:2]1[CH:7]=[CH:6][C:5]([N+:8]([O-:10])=[O:9])=[CH:4][N:3]=1. The catalyst class is: 6.